This data is from Full USPTO retrosynthesis dataset with 1.9M reactions from patents (1976-2016). The task is: Predict the reactants needed to synthesize the given product. (1) Given the product [CH2:1]([O:3][C:4]1[CH:9]=[CH:8][C:7]([C:10]2[CH:15]=[CH:14][CH:13]=[C:12]([O:16][C@H:17]3[C@@H:24]4[C@@H:20]([CH2:21][N:22]([C:34]([O:35][CH2:36][C:37]5[N:38]=[CH:39][S:40][CH:41]=5)=[O:42])[CH2:23]4)[CH2:19][CH2:18]3)[CH:11]=2)=[CH:6][CH:5]=1)[CH3:2], predict the reactants needed to synthesize it. The reactants are: [CH2:1]([O:3][C:4]1[CH:9]=[CH:8][C:7]([C:10]2[CH:15]=[CH:14][CH:13]=[C:12]([O:16][C@H:17]3[C@@H:24]4[C@@H:20]([CH2:21][NH:22][CH2:23]4)[CH2:19][CH2:18]3)[CH:11]=2)=[CH:6][CH:5]=1)[CH3:2].C(N(CC)C(C)C)(C)C.[C:34](=O)([O:42]C1C=CC([N+]([O-])=O)=CC=1)[O:35][CH2:36][C:37]1[N:38]=[CH:39][S:40][CH:41]=1.C1CCCCC1. (2) Given the product [N:11]1([CH2:17][CH2:18][CH2:19][NH:20][C:3](=[C:6]([C:9]#[N:10])[C:7]#[N:8])[NH:20][CH2:19][CH2:18][CH2:17][N:11]2[CH2:16][CH2:15][CH2:14][CH2:13][CH2:12]2)[CH2:16][CH2:15][CH2:14][CH2:13][CH2:12]1, predict the reactants needed to synthesize it. The reactants are: CS[C:3](=[C:6]([C:9]#[N:10])[C:7]#[N:8])SC.[N:11]1([CH2:17][CH2:18][CH2:19][NH2:20])[CH2:16][CH2:15][CH2:14][CH2:13][CH2:12]1.Cl.C(=O)([O-])O.[Na+].